This data is from Catalyst prediction with 721,799 reactions and 888 catalyst types from USPTO. The task is: Predict which catalyst facilitates the given reaction. Reactant: [CH2:1]([O:3][C:4](=[O:17])/[CH:5]=[C:6](\[NH:14]OC)/[C@H:7]([CH3:13])[C@H:8]([CH3:12])[CH2:9][CH2:10][CH3:11])[CH3:2].[H][H]. Product: [CH2:1]([O:3][C:4](=[O:17])/[CH:5]=[C:6](\[NH2:14])/[C@H:7]([CH3:13])[C@H:8]([CH3:12])[CH2:9][CH2:10][CH3:11])[CH3:2]. The catalyst class is: 227.